Dataset: Full USPTO retrosynthesis dataset with 1.9M reactions from patents (1976-2016). Task: Predict the reactants needed to synthesize the given product. (1) Given the product [ClH:22].[N:1]1([C:6]([N:8]2[CH2:13][CH2:12][N:11]([C:14]3[CH:15]=[C:16]([CH3:21])[CH:17]=[C:18]([CH3:20])[CH:19]=3)[CH2:10][CH2:9]2)=[O:7])[CH:5]=[CH:4][N:3]=[CH:2]1, predict the reactants needed to synthesize it. The reactants are: [N:1]1([C:6]([N:8]2[CH2:13][CH2:12][N:11]([C:14]3[CH:19]=[C:18]([CH3:20])[CH:17]=[C:16]([CH3:21])[CH:15]=3)[CH2:10][CH2:9]2)=[O:7])[CH:5]=[CH:4][N:3]=[CH:2]1.[ClH:22]. (2) Given the product [CH:34]([C:32]1[S:33][C:29]([C:8]2[CH:7]=[CH:6][C:5]3[C:10](=[CH:11][CH:12]=[C:3]([O:2][CH3:1])[CH:4]=3)[C:9]=2[O:13][C:14]2[CH:15]=[CH:16][C:17]([O:20][CH2:21][CH2:22][N:23]3[CH2:28][CH2:27][CH2:26][CH2:25][CH2:24]3)=[CH:18][CH:19]=2)=[CH:30][CH:31]=1)([CH3:36])[CH3:35], predict the reactants needed to synthesize it. The reactants are: [CH3:1][O:2][C:3]1[CH:4]=[C:5]2[C:10](=[CH:11][CH:12]=1)[C:9]([O:13][C:14]1[CH:19]=[CH:18][C:17]([O:20][CH2:21][CH2:22][N:23]3[CH2:28][CH2:27][CH2:26][CH2:25][CH2:24]3)=[CH:16][CH:15]=1)=[C:8]([C:29]1[S:33][C:32]([C:34](O)([CH3:36])[CH3:35])=[CH:31][CH:30]=1)[CH:7]=[CH:6]2.C([SiH](CC)CC)C.FC(F)(F)C(O)=O. (3) Given the product [Cl:28][C:29]1[CH:34]=[C:33]([Cl:35])[CH:32]=[CH:31][C:30]=1[S:36]([NH:1][C:2]1[C:10]([O:11][C:12]2[CH:17]=[CH:16][C:15]([CH2:18][C:19]([O:21][CH2:22][CH3:23])=[O:20])=[CH:14][C:13]=2[O:24][CH3:25])=[CH:9][CH:8]=[C:7]2[C:3]=1[CH:4]=[C:5]([CH3:27])[N:6]2[CH3:26])(=[O:38])=[O:37], predict the reactants needed to synthesize it. The reactants are: [NH2:1][C:2]1[C:10]([O:11][C:12]2[CH:17]=[CH:16][C:15]([CH2:18][C:19]([O:21][CH2:22][CH3:23])=[O:20])=[CH:14][C:13]=2[O:24][CH3:25])=[CH:9][CH:8]=[C:7]2[C:3]=1[CH:4]=[C:5]([CH3:27])[N:6]2[CH3:26].[Cl:28][C:29]1[CH:34]=[C:33]([Cl:35])[CH:32]=[CH:31][C:30]=1[S:36](Cl)(=[O:38])=[O:37]. (4) Given the product [Cl:1][C:2]1[CH:7]=[CH:6][CH:5]=[C:4]([Cl:8])[C:3]=1[C:9]1[C:17]2[O:16][CH:15]([CH2:18][NH:19][C:30](=[O:31])[O:32][CH2:33][C:34]3[CH:39]=[CH:38][CH:37]=[CH:36][CH:35]=3)[CH2:14][C:13]=2[CH:12]=[CH:11][CH:10]=1, predict the reactants needed to synthesize it. The reactants are: [Cl:1][C:2]1[CH:7]=[CH:6][CH:5]=[C:4]([Cl:8])[C:3]=1[C:9]1[C:17]2[O:16][CH:15]([CH2:18][NH2:19])[CH2:14][C:13]=2[CH:12]=[CH:11][CH:10]=1.C(N(C(C)C)CC)(C)C.Cl[C:30]([O:32][CH2:33][C:34]1[CH:39]=[CH:38][CH:37]=[CH:36][CH:35]=1)=[O:31].C(OC(=O)NCC1CC2C=CC=C(C3CCCC3)C=2O1)C1C=CC=CC=1.